This data is from Forward reaction prediction with 1.9M reactions from USPTO patents (1976-2016). The task is: Predict the product of the given reaction. (1) Given the reactants C(OC(=O)C([CH:11]1[CH2:14][N:13]([C:15]([O:17][C:18]([CH3:21])([CH3:20])[CH3:19])=[O:16])[CH2:12]1)C(OCC)=O)C.[CH2:35]1O[CH2:39][CH2:38][O:37][CH2:36][CH2:35]O[CH2:39][CH2:38][O:37][CH2:36][CH2:35]O[CH2:39][CH2:38][O:37][CH2:36]1.[OH-:41].[Na+], predict the reaction product. The product is: [C:18]([O:17][C:15]([N:13]1[CH2:14][CH:39]([C:38]([O:37][CH2:36][CH3:35])=[O:41])[CH:12]1[CH3:11])=[O:16])([CH3:21])([CH3:20])[CH3:19]. (2) Given the reactants [CH2:1]([N:3]1[C:12]2[C:7](=[N:8][CH:9]=[C:10]([CH2:13][C:14]3[CH:19]=[CH:18][C:17]([F:20])=[CH:16][CH:15]=3)[CH:11]=2)[C:6]([OH:21])=[C:5]([C:22](OCC)=[O:23])[C:4]1=[O:27])[CH3:2].[NH2:28][CH2:29][CH2:30][OH:31], predict the reaction product. The product is: [CH2:1]([N:3]1[C:12]2[C:7](=[N:8][CH:9]=[C:10]([CH2:13][C:14]3[CH:15]=[CH:16][C:17]([F:20])=[CH:18][CH:19]=3)[CH:11]=2)[C:6]([OH:21])=[C:5]([C:22]([NH:28][CH2:29][CH2:30][OH:31])=[O:23])[C:4]1=[O:27])[CH3:2]. (3) Given the reactants Br[C:2]1[CH:9]=[CH:8][C:5]([CH:6]=[O:7])=[CH:4][CH:3]=1.[F:10][C:11]([F:22])([F:21])[C:12]1[CH:17]=[CH:16][C:15](B(O)O)=[CH:14][CH:13]=1.C1(P(C2C=CC=CC=2)C2C=CC=CC=2)C=CC=CC=1.C(=O)([O-])[O-].[Na+].[Na+], predict the reaction product. The product is: [F:10][C:11]([F:22])([F:21])[C:12]1[CH:17]=[CH:16][C:15]([C:2]2[CH:9]=[CH:8][C:5]([CH:6]=[O:7])=[CH:4][CH:3]=2)=[CH:14][CH:13]=1. (4) Given the reactants [CH3:1][C:2]1[CH:3]=[CH:4][C:5]([C:9]([C:11]2[C:20](=[O:21])[C:19]3[C:14](=[CH:15][CH:16]=[CH:17][CH:18]=3)[NH:13][CH:12]=2)=[O:10])=[N:6][C:7]=1[CH3:8].[H-].[Na+].[F:24][C:25]1[CH:32]=[CH:31][CH:30]=[CH:29][C:26]=1[CH2:27]Br, predict the reaction product. The product is: [CH3:1][C:2]1[CH:3]=[CH:4][C:5]([C:9]([C:11]2[C:20](=[O:21])[C:19]3[C:14](=[CH:15][CH:16]=[CH:17][CH:18]=3)[N:13]([CH2:27][C:26]3[CH:29]=[CH:30][CH:31]=[CH:32][C:25]=3[F:24])[CH:12]=2)=[O:10])=[N:6][C:7]=1[CH3:8]. (5) Given the reactants [CH:1]1[C:2]2[C:16]3[C:11](=[CH:12][CH:13]=[CH:14][CH:15]=3)[CH:10]=[CH:9][C:3]=2[O:4][C:5]=1[C:6]([OH:8])=[O:7].[CH2:17](O)[CH3:18].S(Cl)(Cl)=O, predict the reaction product. The product is: [CH2:17]([C:1]1[C:2]2[C:16]3[C:11](=[CH:12][CH:13]=[CH:14][CH:15]=3)[CH:10]=[CH:9][C:3]=2[O:4][C:5]=1[C:6]([OH:8])=[O:7])[CH3:18]. (6) Given the reactants OC1C(=O)N=C(CC2(C3C4C(=CC=CC=4)C=CC=3)CCCC2)N2CCNC(=O)C=12.C([O:37][C:38]1[C:43](=[O:44])[N:42]=[C:41]([CH2:45][C:46]2([C:51]3[C:60]4[C:55](=[CH:56][CH:57]=[CH:58][CH:59]=4)[CH:54]=[CH:53][CH:52]=3)[CH2:50][CH2:49][CH2:48][CH2:47]2)[N:40]2[CH2:61][CH2:62][N:63]([CH2:66][CH:67]3[CH2:69][CH2:68]3)[C:64](=[O:65])[C:39]=12)C1C=CC=CC=1, predict the reaction product. The product is: [CH:67]1([CH2:66][N:63]2[CH2:62][CH2:61][N:40]3[C:41]([CH2:45][C:46]4([C:51]5[C:60]6[C:55](=[CH:56][CH:57]=[CH:58][CH:59]=6)[CH:54]=[CH:53][CH:52]=5)[CH2:47][CH2:48][CH2:49][CH2:50]4)=[N:42][C:43](=[O:44])[C:38]([OH:37])=[C:39]3[C:64]2=[O:65])[CH2:69][CH2:68]1. (7) Given the reactants FC(F)(F)C(O)=O.[CH2:8]([O:12][C:13]1[N:21]=[C:20]2[C:16]([N:17]=[C:18]([O:22][CH3:23])[NH:19]2)=[C:15]([NH2:24])[N:14]=1)[CH2:9][CH2:10][CH3:11].C(=O)([O-])[O-].[K+].[K+].Br[CH2:32][CH2:33][O:34][C:35]1[CH:44]=[CH:43][CH:42]=[CH:41][C:36]=1[C:37]([O:39][CH3:40])=[O:38], predict the reaction product. The product is: [NH2:24][C:15]1[N:14]=[C:13]([O:12][CH2:8][CH2:9][CH2:10][CH3:11])[N:21]=[C:20]2[C:16]=1[N:17]=[C:18]([O:22][CH3:23])[N:19]2[CH2:32][CH2:33][O:34][C:35]1[CH:44]=[CH:43][CH:42]=[CH:41][C:36]=1[C:37]([O:39][CH3:40])=[O:38]. (8) Given the reactants [P:1](Cl)(Cl)([O:3][C:4]1[CH:9]=[CH:8][CH:7]=[CH:6][CH:5]=1)=[O:2].Cl.[NH2:13][C@@H:14]([CH3:22])[C:15]([O:17][CH2:18][CH2:19][CH2:20][CH3:21])=[O:16].C(N(CC)CC)C.[N+:30]([C:33]1[CH:38]=[CH:37][C:36]([OH:39])=[CH:35][CH:34]=1)([O-:32])=[O:31], predict the reaction product. The product is: [N+:30]([C:33]1[CH:38]=[CH:37][C:36]([O:39][P:1]([NH:13][C@@H:14]([CH3:22])[C:15]([O:17][CH2:18][CH2:19][CH2:20][CH3:21])=[O:16])([O:3][C:4]2[CH:9]=[CH:8][CH:7]=[CH:6][CH:5]=2)=[O:2])=[CH:35][CH:34]=1)([O-:32])=[O:31].